From a dataset of Full USPTO retrosynthesis dataset with 1.9M reactions from patents (1976-2016). Predict the reactants needed to synthesize the given product. (1) Given the product [CH:28]([C:24]1[CH:23]=[C:22]([N:20]2[CH2:19][CH2:18][C:2]3[N:7]=[C:6]([C:8]4[CH:16]=[CH:15][CH:14]=[C:13]5[C:9]=4[C:10]([CH3:17])=[CH:11][NH:12]5)[N:5]=[C:4]([N:42]4[CH2:43][CH2:44][CH2:45][CH2:46][C@@H:41]4[CH3:40])[C:3]=3[CH2:21]2)[N:26]([CH3:27])[N:25]=1)([CH3:29])[CH3:30], predict the reactants needed to synthesize it. The reactants are: Cl[C:2]1[C:3]2[CH2:21][N:20]([C:22]3[N:26]([CH3:27])[N:25]=[C:24]([CH:28]([CH3:30])[CH3:29])[CH:23]=3)[CH2:19][CH2:18][C:4]=2[N:5]=[C:6]([C:8]2[CH:16]=[CH:15][CH:14]=[C:13]3[C:9]=2[C:10]([CH3:17])=[CH:11][NH:12]3)[N:7]=1.C(N(C(C)C)CC)(C)C.[CH3:40][C@H:41]1[CH2:46][CH2:45][CH2:44][CH2:43][NH:42]1. (2) Given the product [C:1]([NH:5][C:6]([C:8]1[O:12][C:11]([S:13]([NH:16][C:17]2[CH:18]=[C:19]([O:33][C@H:34]([CH3:40])[CH2:35][OH:36])[N:20]=[C:21]([S:23][CH2:24][C:25]3[CH:30]=[CH:29][CH:28]=[C:27]([F:31])[C:26]=3[F:32])[N:22]=2)(=[O:14])=[O:15])=[CH:10][CH:9]=1)=[O:7])([CH3:2])([CH3:3])[CH3:4], predict the reactants needed to synthesize it. The reactants are: [C:1]([NH:5][C:6]([C:8]1[O:12][C:11]([S:13]([NH:16][C:17]2[N:22]=[C:21]([S:23][CH2:24][C:25]3[CH:30]=[CH:29][CH:28]=[C:27]([F:31])[C:26]=3[F:32])[N:20]=[C:19]([O:33][C@H:34]([CH3:40])[C:35](OCC)=[O:36])[CH:18]=2)(=[O:15])=[O:14])=[CH:10][CH:9]=1)=[O:7])([CH3:4])([CH3:3])[CH3:2].[BH4-].[Li+].Cl. (3) Given the product [C:14]1([N:10]2[C:11]3[C:6](=[CH:5][C:4]([NH2:1])=[CH:13][CH:12]=3)[CH2:7][CH2:8][CH2:9]2)[CH:19]=[CH:18][CH:17]=[CH:16][CH:15]=1, predict the reactants needed to synthesize it. The reactants are: [N+:1]([C:4]1[CH:5]=[C:6]2[C:11](=[CH:12][CH:13]=1)[N:10]([C:14]1[CH:19]=[CH:18][CH:17]=[CH:16][CH:15]=1)[CH2:9][CH2:8][CH2:7]2)([O-])=O. (4) Given the product [CH3:28][O:27][CH2:26][CH:25]([NH:29][C:11]([C:10]1[CH:9]=[N:8][N:6]2[CH:7]=[C:2]([CH3:1])[CH:3]=[N:4][C:5]=12)=[O:13])[C:22]1[CH:21]=[CH:20][C:19]([N:14]2[CH:18]=[CH:17][CH:16]=[N:15]2)=[CH:24][CH:23]=1, predict the reactants needed to synthesize it. The reactants are: [CH3:1][C:2]1[CH:3]=[N:4][C:5]2[N:6]([N:8]=[CH:9][C:10]=2[C:11]([OH:13])=O)[CH:7]=1.[N:14]1([C:19]2[CH:24]=[CH:23][C:22]([CH:25]([NH2:29])[CH2:26][O:27][CH3:28])=[CH:21][CH:20]=2)[CH:18]=[CH:17][CH:16]=[N:15]1.O.ON1C2C=CC=CC=2N=N1.Cl.CN(C)CCCN=C=NCC. (5) Given the product [CH3:1][CH:2]1[NH:11][CH2:10][CH2:9][C:8]2[C:3]1=[CH:4][CH:5]=[C:6]1[O:14][CH2:13][O:12][C:7]1=2, predict the reactants needed to synthesize it. The reactants are: [CH3:1][C:2]1[C:3]2[C:8]([CH2:9][CH2:10][N:11]=1)=[C:7]1[O:12][CH2:13][O:14][C:6]1=[CH:5][CH:4]=2.C(O[BH-](OC(=O)C)OC(=O)C)(=O)C.[Na+]. (6) Given the product [C:41]([NH:40][C:36]1[CH:35]=[C:34]([C:5]2[N:4]([CH2:8][O:9][CH2:10][CH2:11][Si:12]([CH3:15])([CH3:14])[CH3:13])[C:3]([C:16]([NH2:18])=[O:17])=[C:2]([Cl:1])[CH:6]=2)[CH:39]=[CH:38][N:37]=1)(=[O:43])[CH3:42], predict the reactants needed to synthesize it. The reactants are: [Cl:1][C:2]1[CH:6]=[C:5](Cl)[N:4]([CH2:8][O:9][CH2:10][CH2:11][Si:12]([CH3:15])([CH3:14])[CH3:13])[C:3]=1[C:16]([NH2:18])=[O:17].C(=O)([O-])[O-].[K+].[K+].O.CC1(C)C(C)(C)OB([C:34]2[CH:39]=[CH:38][N:37]=[C:36]([NH:40][C:41](=[O:43])[CH3:42])[CH:35]=2)O1. (7) Given the product [CH3:1][Si:2]([CH3:39])([CH3:38])[CH2:3][CH2:4][O:5][CH2:6][N:7]([CH2:30][O:31][CH2:32][CH2:33][Si:34]([CH3:37])([CH3:36])[CH3:35])[C:8]1[N:13]2[N:14]=[CH:15][C:16]([C:17]3[CH:18]=[N:19][C:20]4[C:25]([CH:26]=3)=[CH:24][C:23]([F:27])=[CH:22][CH:21]=4)=[C:12]2[N:11]=[C:10]([CH:28]([OH:29])[CH3:40])[CH:9]=1, predict the reactants needed to synthesize it. The reactants are: [CH3:1][Si:2]([CH3:39])([CH3:38])[CH2:3][CH2:4][O:5][CH2:6][N:7]([CH2:30][O:31][CH2:32][CH2:33][Si:34]([CH3:37])([CH3:36])[CH3:35])[C:8]1[N:13]2[N:14]=[CH:15][C:16]([C:17]3[CH:18]=[N:19][C:20]4[C:25]([CH:26]=3)=[CH:24][C:23]([F:27])=[CH:22][CH:21]=4)=[C:12]2[N:11]=[C:10]([CH:28]=[O:29])[CH:9]=1.[CH2:40]1COCC1.C[Mg]Br.CCOCC.